From a dataset of Forward reaction prediction with 1.9M reactions from USPTO patents (1976-2016). Predict the product of the given reaction. (1) Given the reactants [F:1][C:2]1[CH:3]=[C:4]([CH2:19][OH:20])[CH:5]=[CH:6][C:7]=1[O:8][C:9]1[CH:10]=[N:11][CH:12]=[C:13]([C:15]([F:18])([F:17])[F:16])[CH:14]=1.Cl[C:22]1[CH:23]=[C:24]2[N:31]([CH3:32])[C:30]([CH3:34])([CH3:33])[CH2:29][N:25]2[C:26](=[O:28])[N:27]=1, predict the reaction product. The product is: [F:1][C:2]1[CH:3]=[C:4]([CH:5]=[CH:6][C:7]=1[O:8][C:9]1[CH:10]=[N:11][CH:12]=[C:13]([C:15]([F:16])([F:17])[F:18])[CH:14]=1)[CH2:19][O:20][C:22]1[CH:23]=[C:24]2[N:31]([CH3:32])[C:30]([CH3:34])([CH3:33])[CH2:29][N:25]2[C:26](=[O:28])[N:27]=1. (2) Given the reactants [C:1]1([N:7]2[C:12](=[O:13])[C:11]3[S:14][CH:15]=[C:16]([C:17]4[CH:22]=[CH:21][CH:20]=[CH:19][CH:18]=4)[C:10]=3[N:9]=[CH:8]2)[CH:6]=CC=[CH:3][CH:2]=1.NC1C(C2C=CC=CC=2)=CSC=1C(OC)=O.C(OCC)(OCC)OCC.C1(N)CCC1, predict the reaction product. The product is: [CH:1]1([N:7]2[C:12](=[O:13])[C:11]3[S:14][CH:15]=[C:16]([C:17]4[CH:22]=[CH:21][CH:20]=[CH:19][CH:18]=4)[C:10]=3[N:9]=[CH:8]2)[CH2:2][CH2:3][CH2:6]1. (3) Given the reactants [Cl:1][C:2]1[CH:3]=[N+:4]([O-:39])[CH:5]=[C:6]([Cl:38])[C:7]=1[CH2:8][C@@H:9]([C:23]1[CH:28]=[CH:27][C:26]([O:29][CH:30]([F:32])[F:31])=[C:25]([O:33][CH2:34][CH:35]2[CH2:37][CH2:36]2)[CH:24]=1)[O:10][C:11]([O:13]C1C=CC([N+]([O-])=O)=CC=1)=[O:12].[CH:40]1([CH2:43][O:44][C:45]2[CH:50]=[C:49]([CH2:51]O)[CH:48]=[CH:47][C:46]=2[N:53]([S:61]([CH3:64])(=[O:63])=[O:62])C(=O)OC(C)(C)C)[CH2:42][CH2:41]1.Cl.O1CCOCC1, predict the reaction product. The product is: [Cl:1][C:2]1[CH:3]=[N+:4]([O-:39])[CH:5]=[C:6]([Cl:38])[C:7]=1[CH2:8][C@@H:9]([C:23]1[CH:28]=[CH:27][C:26]([O:29][CH:30]([F:32])[F:31])=[C:25]([O:33][CH2:34][CH:35]2[CH2:37][CH2:36]2)[CH:24]=1)[O:10][C:11]([O:13][CH2:51][C:49]1[CH:48]=[CH:47][C:46]([NH:53][S:61]([CH3:64])(=[O:63])=[O:62])=[C:45]([O:44][CH2:43][CH:40]2[CH2:42][CH2:41]2)[CH:50]=1)=[O:12]. (4) Given the reactants [O:1]1[CH:5]=[CH:4][CH:3]=[C:2]1[CH2:6][CH2:7][NH2:8].[C:9]([C:13]1[CH:17]=[C:16]([C:18](O)=[O:19])[NH:15][N:14]=1)([CH3:12])([CH3:11])[CH3:10].C1CCC(N=C=NC2CCCCC2)CC1.C1C=CC2N(O)N=NC=2C=1, predict the reaction product. The product is: [C:9]([C:13]1[CH:17]=[C:16]([C:18]([NH:8][CH2:7][CH2:6][C:2]2[O:1][CH:5]=[CH:4][CH:3]=2)=[O:19])[NH:15][N:14]=1)([CH3:12])([CH3:10])[CH3:11]. (5) Given the reactants [N:1]1[CH:6]=[CH:5][N:4]=[CH:3][C:2]=1[CH:7]=[O:8].C(N(CC)CC)C.[N+:16]([CH3:19])([O-:18])=[O:17], predict the reaction product. The product is: [N+:16]([CH2:19][CH:7]([C:2]1[CH:3]=[N:4][CH:5]=[CH:6][N:1]=1)[OH:8])([O-:18])=[O:17].